This data is from Forward reaction prediction with 1.9M reactions from USPTO patents (1976-2016). The task is: Predict the product of the given reaction. (1) Given the reactants [CH3:1][O:2][C:3]1[C:8]([NH:9][CH2:10][C:11](OCC)=[O:12])=[CH:7][C:6]([CH2:16][S:17](/[CH:20]=[CH:21]/[C:22]2[C:27]([O:28][CH3:29])=[CH:26][C:25]([O:30][CH3:31])=[CH:24][C:23]=2[O:32][CH3:33])(=[O:19])=[O:18])=[CH:5][N:4]=1.[NH3:34], predict the reaction product. The product is: [CH3:1][O:2][C:3]1[C:8]([NH:9][CH2:10][C:11]([NH2:34])=[O:12])=[CH:7][C:6]([CH2:16][S:17](/[CH:20]=[CH:21]/[C:22]2[C:23]([O:32][CH3:33])=[CH:24][C:25]([O:30][CH3:31])=[CH:26][C:27]=2[O:28][CH3:29])(=[O:18])=[O:19])=[CH:5][N:4]=1. (2) Given the reactants [CH3:1][N:2]1[CH:6]=[C:5]([C:7](O)=[O:8])[C:4]([CH3:10])=[N:3]1.O1CCCC1.S(Cl)(Cl)=O.[NH2:20][C:21]1[CH:22]=[C:23]([CH:40]=[CH:41][C:42]=1[Cl:43])[O:24][C:25]1[CH:26]=[CH:27][C:28]2[N:29]([N:31]=[C:32]([NH:34][C:35]([CH:37]3[CH2:39][CH2:38]3)=[O:36])[N:33]=2)[CH:30]=1, predict the reaction product. The product is: [Cl:43][C:42]1[CH:41]=[CH:40][C:23]([O:24][C:25]2[CH:26]=[CH:27][C:28]3[N:29]([N:31]=[C:32]([NH:34][C:35]([CH:37]4[CH2:39][CH2:38]4)=[O:36])[N:33]=3)[CH:30]=2)=[CH:22][C:21]=1[NH:20][C:7]([C:5]1[C:4]([CH3:10])=[N:3][N:2]([CH3:1])[CH:6]=1)=[O:8]. (3) Given the reactants [NH2:1][C:2]1[C:3]([C:9]([O:11][CH3:12])=[O:10])=[N:4][C:5](Br)=[CH:6][CH:7]=1.[Br-].[CH:14]1([Zn+])[CH2:19][CH2:18][CH2:17][CH2:16][CH2:15]1.C1COCC1, predict the reaction product. The product is: [NH2:1][C:2]1[C:3]([C:9]([O:11][CH3:12])=[O:10])=[N:4][C:5]([CH:14]2[CH2:19][CH2:18][CH2:17][CH2:16][CH2:15]2)=[CH:6][CH:7]=1. (4) Given the reactants [Cl:1][C:2]1[CH:3]=[C:4]([N+:9]([O-])=O)[C:5]([OH:8])=[N:6][CH:7]=1.[Cl-].[Ca+2].[Cl-], predict the reaction product. The product is: [NH2:9][C:4]1[C:5]([OH:8])=[N:6][CH:7]=[C:2]([Cl:1])[CH:3]=1. (5) Given the reactants [CH2:1]([C:5]1[O:6][C:7]2[CH:13]=[CH:12][C:11]([NH:14][S:15]([CH3:18])(=[O:17])=[O:16])=[CH:10][C:8]=2[CH:9]=1)[CH2:2][CH2:3][CH3:4].[Br:19]N1C(=O)CCC1=O.O, predict the reaction product. The product is: [CH2:1]([C:5]1[O:6][C:7]2[CH:13]=[CH:12][C:11]([NH:14][S:15]([CH3:18])(=[O:16])=[O:17])=[CH:10][C:8]=2[C:9]=1[Br:19])[CH2:2][CH2:3][CH3:4].